This data is from Forward reaction prediction with 1.9M reactions from USPTO patents (1976-2016). The task is: Predict the product of the given reaction. (1) Given the reactants CC(C)([O-])C.[K+].C[C:8]1(O)C=C[CH:11]=[N:10][CH2:9]1.CI.O.[CH2:18]1[CH2:22][O:21][CH2:20][CH2:19]1, predict the reaction product. The product is: [CH3:20][O:21][C:22]1[CH:18]=[CH:19][C:9]([CH3:8])=[N:10][CH:11]=1. (2) Given the reactants [N:1]1[CH:6]=[CH:5][CH:4]=[C:3]([CH:7]=O)[CH:2]=1.[CH2:9]([NH2:11])[CH3:10], predict the reaction product. The product is: [CH2:9]([NH:11][CH2:7][C:3]1[CH:2]=[N:1][CH:6]=[CH:5][CH:4]=1)[CH3:10].